This data is from Full USPTO retrosynthesis dataset with 1.9M reactions from patents (1976-2016). The task is: Predict the reactants needed to synthesize the given product. Given the product [C:30]([O:29][C:27]([N:9]1[CH2:14][CH2:13][O:12][CH2:11][C@H:10]1[CH2:15][OH:16])=[O:28])([CH3:31])([CH3:32])[CH3:33], predict the reactants needed to synthesize it. The reactants are: Cl.C([N:9]1[CH2:14][CH2:13][O:12][CH2:11][C@@H:10]1[CH2:15][OH:16])C1C=CC=CC=1.[OH-].[Na+].[C:27](O[C:27]([O:29][C:30]([CH3:33])([CH3:32])[CH3:31])=[O:28])([O:29][C:30]([CH3:33])([CH3:32])[CH3:31])=[O:28].